Dataset: Full USPTO retrosynthesis dataset with 1.9M reactions from patents (1976-2016). Task: Predict the reactants needed to synthesize the given product. (1) Given the product [CH:32]1([C:35]([N:29]2[CH2:30][CH2:31][CH:26]([N:24]3[CH:25]=[C:21]([C:7]4[C:6]5[C:10](=[CH:11][C:3]([F:2])=[CH:4][CH:5]=5)[N:9]([S:12]([C:15]5[CH:16]=[CH:17][CH:18]=[CH:19][CH:20]=5)(=[O:13])=[O:14])[CH:8]=4)[CH:22]=[N:23]3)[CH2:27][CH2:28]2)=[O:36])[CH2:34][CH2:33]1, predict the reactants needed to synthesize it. The reactants are: Cl.[F:2][C:3]1[CH:11]=[C:10]2[C:6]([C:7]([C:21]3[CH:22]=[N:23][N:24]([CH:26]4[CH2:31][CH2:30][NH:29][CH2:28][CH2:27]4)[CH:25]=3)=[CH:8][N:9]2[S:12]([C:15]2[CH:20]=[CH:19][CH:18]=[CH:17][CH:16]=2)(=[O:14])=[O:13])=[CH:5][CH:4]=1.[CH:32]1([C:35](O)=[O:36])[CH2:34][CH2:33]1. (2) Given the product [ClH:26].[CH2:33]([O:32][C:30]([N:3]1[CH2:4][CH2:5][CH:6]([O:9][C:10]2[CH:11]=[CH:12][C:13]([O:14][CH2:15][CH2:16][CH2:17][N:18]3[CH2:23][CH2:22][CH2:21][CH2:20][CH2:19]3)=[CH:24][CH:25]=2)[CH2:7][CH2:8]1)=[O:31])[CH3:34], predict the reactants needed to synthesize it. The reactants are: Cl.Cl.[NH:3]1[CH2:8][CH2:7][CH:6]([O:9][C:10]2[CH:25]=[CH:24][C:13]([O:14][CH2:15][CH2:16][CH2:17][N:18]3[CH2:23][CH2:22][CH2:21][CH2:20][CH2:19]3)=[CH:12][CH:11]=2)[CH2:5][CH2:4]1.[Cl:26]CCl.Cl[C:30]([O:32][CH2:33][CH3:34])=[O:31].